This data is from Full USPTO retrosynthesis dataset with 1.9M reactions from patents (1976-2016). The task is: Predict the reactants needed to synthesize the given product. (1) Given the product [CH:11]1([O:16][C:17](=[O:30])[C@@H:18]([NH:22][C:23]([O:25][C:26]([CH3:28])([CH3:27])[CH3:29])=[O:24])[CH2:19][CH2:20][O:21][C:7]2[CH:8]=[CH:9][C:4]([N+:1]([O-:3])=[O:2])=[CH:5][CH:6]=2)[CH2:15][CH2:14][CH2:13][CH2:12]1, predict the reactants needed to synthesize it. The reactants are: [N+:1]([C:4]1[CH:9]=[CH:8][CH:7]=[CH:6][C:5]=1O)([O-:3])=[O:2].[CH:11]1([O:16][C:17](=[O:30])[C@@H:18]([NH:22][C:23]([O:25][C:26]([CH3:29])([CH3:28])[CH3:27])=[O:24])[CH2:19][CH2:20][OH:21])[CH2:15][CH2:14][CH2:13][CH2:12]1.C1(P(C2C=CC=CC=2)C2C=CC=CC=2)C=CC=CC=1.CC(OC(/N=N/C(OC(C)C)=O)=O)C. (2) Given the product [Br:1][CH2:5][C:6]([C:7]1[CH:8]=[C:9]2[C:12]([CH:11]=[N:10][NH:4]2)=[CH:13][C:14]=1[Br:2])=[O:25], predict the reactants needed to synthesize it. The reactants are: [Br-:1].[Br-:2].[Br-].[NH+:4]1[CH:9]=[CH:8][CH:7]=[CH:6][CH:5]=1.[NH+:10]1C=[CH:14][CH:13]=[CH:12][CH:11]=1.[NH+]1C=CC=CC=1.C1C[O:25]CC1.